This data is from Reaction yield outcomes from USPTO patents with 853,638 reactions. The task is: Predict the reaction yield, written as a fraction of the theoretical maximum amount of product (1.0 means a 100% yield; for example, 0.34 means a 34% yield). The reactants are [CH3:1][CH:2]1[CH2:6][CH2:5][CH2:4][N:3]1[CH2:7][CH2:8][CH2:9][O:10][C:11]1[CH:16]=[CH:15][C:14]([C:17]2[S:18][C:19]3[CH2:20][NH:21][CH2:22][CH2:23][C:24]=3[N:25]=2)=[CH:13][CH:12]=1.C(N(CC)CC)C.[C:33](Cl)(=[O:40])[C:34]1[CH:39]=[CH:38][CH:37]=[CH:36][CH:35]=1.O. The catalyst is ClCCl. The product is [C:33]([N:21]1[CH2:22][CH2:23][C:24]2[N:25]=[C:17]([C:14]3[CH:13]=[CH:12][C:11]([O:10][CH2:9][CH2:8][CH2:7][N:3]4[CH2:4][CH2:5][CH2:6][CH:2]4[CH3:1])=[CH:16][CH:15]=3)[S:18][C:19]=2[CH2:20]1)(=[O:40])[C:34]1[CH:39]=[CH:38][CH:37]=[CH:36][CH:35]=1. The yield is 0.340.